This data is from Catalyst prediction with 721,799 reactions and 888 catalyst types from USPTO. The task is: Predict which catalyst facilitates the given reaction. (1) Reactant: CC(C)([O-])C.[K+].[F:7][C:8]1[CH:9]=[C:10]([C:16](=[O:18])[CH3:17])[CH:11]=[C:12]([F:15])[C:13]=1[F:14].[C:19](OCC)(=[O:25])[C:20]([O:22][CH2:23][CH3:24])=[O:21]. Product: [O:25]=[C:19]([CH2:17][C:16](=[O:18])[C:10]1[CH:9]=[C:8]([F:7])[C:13]([F:14])=[C:12]([F:15])[CH:11]=1)[C:20]([O:22][CH2:23][CH3:24])=[O:21]. The catalyst class is: 27. (2) Reactant: [H-].[Na+].[CH:3]1([OH:9])[CH2:8][CH2:7][CH2:6][CH2:5][CH2:4]1.[Br:10][C:11]1[CH:18]=[CH:17][CH:16]=[CH:15][C:12]=1[CH2:13]Br. Product: [Br:10][C:11]1[CH:18]=[CH:17][CH:16]=[CH:15][C:12]=1[CH2:13][O:9][CH:3]1[CH2:8][CH2:7][CH2:6][CH2:5][CH2:4]1. The catalyst class is: 9. (3) Reactant: [OH:1][C@H:2]([CH3:24])[C@H:3]([NH:8][C:9](=[O:23])[C:10]1[CH:15]=[CH:14][C:13]([C:16]#[C:17][C:18]#[C:19][C@@H:20]([OH:22])[CH3:21])=[CH:12][CH:11]=1)[C:4](OC)=[O:5].[NH2:25][OH:26]. Product: [OH:1][C@H:2]([CH3:24])[C@H:3]([NH:8][C:9](=[O:23])[C:10]1[CH:15]=[CH:14][C:13]([C:16]#[C:17][C:18]#[C:19][C@@H:20]([OH:22])[CH3:21])=[CH:12][CH:11]=1)[C:4]([NH:25][OH:26])=[O:5]. The catalyst class is: 41. (4) The catalyst class is: 80. Product: [CH3:33][O:32][C:26]1[CH:27]=[C:28]([O:30][CH3:31])[CH:29]=[C:21]2[C:22]=1[C:23](=[O:24])[NH:25][C:1]([C:3]1[N:8]=[C:7]([C:9]3[CH:19]=[CH:18][C:12]([C:13]([N:15]([CH3:17])[CH3:16])=[O:14])=[CH:11][CH:10]=3)[CH:6]=[CH:5][CH:4]=1)=[N:20]2. Reactant: [CH:1]([C:3]1[N:8]=[C:7]([C:9]2[CH:19]=[CH:18][C:12]([C:13]([N:15]([CH3:17])[CH3:16])=[O:14])=[CH:11][CH:10]=2)[CH:6]=[CH:5][CH:4]=1)=O.[NH2:20][C:21]1[CH:29]=[C:28]([O:30][CH3:31])[CH:27]=[C:26]([O:32][CH3:33])[C:22]=1[C:23]([NH2:25])=[O:24].OS([O-])=O.[Na+].O.C1(C)C=CC(S(O)(=O)=O)=CC=1. (5) Reactant: [F:1][C:2]1[CH:7]=[CH:6][C:5]([C:8]#[C:9][C:10]([N:13]([CH2:18][CH2:19][C:20]([OH:31])([C:25]2[CH:30]=[CH:29][CH:28]=[CH:27][CH:26]=2)[CH2:21][C:22]([CH3:24])=[CH2:23])[C:14](=[O:17])OC)([CH3:12])[CH3:11])=[CH:4][CH:3]=1.[H-].[Na+]. Product: [F:1][C:2]1[CH:7]=[CH:6][C:5]([C:8]#[C:9][C:10]([N:13]2[CH2:18][CH2:19][C:20]([CH2:21][C:22]([CH3:24])=[CH2:23])([C:25]3[CH:26]=[CH:27][CH:28]=[CH:29][CH:30]=3)[O:31][C:14]2=[O:17])([CH3:12])[CH3:11])=[CH:4][CH:3]=1. The catalyst class is: 49. (6) The catalyst class is: 7. Product: [N+:12]([C:7]1[CH:8]=[N:9][CH:10]=[CH:11][C:6]=1[S:4][CH2:1][CH2:2][CH3:3])([O-:14])=[O:13]. Reactant: [CH2:1]([SH:4])[CH2:2][CH3:3].Cl[C:6]1[CH:11]=[CH:10][N:9]=[CH:8][C:7]=1[N+:12]([O-:14])=[O:13].CCN(C(C)C)C(C)C.CCCCCC.CCOC(C)=O. (7) Reactant: [NH2:1][C:2]1[N:7]([CH2:8][CH2:9][CH2:10][CH2:11][CH3:12])[C:6](=[S:13])[NH:5][C:4](=[O:14])[C:3]=1[N:15]=O.N.O.S(S([O-])=O)([O-])=O.[Na+].[Na+]. Product: [NH2:15][C:3]1[C:4](=[O:14])[NH:5][C:6](=[S:13])[N:7]([CH2:8][CH2:9][CH2:10][CH2:11][CH3:12])[C:2]=1[NH2:1]. The catalyst class is: 15.